Dataset: Forward reaction prediction with 1.9M reactions from USPTO patents (1976-2016). Task: Predict the product of the given reaction. (1) Given the reactants C(O)(=O)C.[CH2:5]([C@@:9]1([CH2:32][CH3:33])[NH:15][C@H:14]([C:16]2[CH:21]=[CH:20][CH:19]=[CH:18][CH:17]=2)[C:13]2[CH:22]=[C:23]([O:28][CH3:29])[C:24]([CH:26]=O)=[CH:25][C:12]=2[S:11](=[O:31])(=[O:30])[CH2:10]1)[CH2:6][CH2:7][CH3:8].[NH2:34][CH:35]([CH2:41][C:42]([O:44][CH3:45])=[O:43])[CH2:36][C:37]([O:39][CH3:40])=[O:38].C(O[BH-](OC(=O)C)OC(=O)C)(=O)C.[Na+], predict the reaction product. The product is: [CH2:5]([C@@:9]1([CH2:32][CH3:33])[NH:15][C@H:14]([C:16]2[CH:21]=[CH:20][CH:19]=[CH:18][CH:17]=2)[C:13]2[CH:22]=[C:23]([O:28][CH3:29])[C:24]([CH2:26][NH:34][CH:35]([CH2:36][C:37]([O:39][CH3:40])=[O:38])[CH2:41][C:42]([O:44][CH3:45])=[O:43])=[CH:25][C:12]=2[S:11](=[O:30])(=[O:31])[CH2:10]1)[CH2:6][CH2:7][CH3:8]. (2) Given the reactants [Br:1][C:2]1[C:3]([CH3:13])=[CH:4][C:5]([O:11][CH3:12])=[C:6]([CH:10]=1)C(N)=O.C[O-].[Na+].BrBr.[OH-].[K+].C[NH:22]C(=O)[O-], predict the reaction product. The product is: [Br:1][C:2]1[C:3]([CH3:13])=[CH:4][C:5]([O:11][CH3:12])=[C:6]([CH:10]=1)[NH2:22]. (3) Given the reactants [CH3:1][O:2][C:3](=[O:12])[CH:4]([C:6]1[CH:11]=[CH:10][CH:9]=[CH:8][CH:7]=1)Br.C(N(CC)CC)C.[NH:20]1[CH2:25][CH2:24][S:23][CH2:22][CH2:21]1, predict the reaction product. The product is: [CH3:1][O:2][C:3](=[O:12])[CH:4]([C:6]1[CH:11]=[CH:10][CH:9]=[CH:8][CH:7]=1)[N:20]1[CH2:25][CH2:24][S:23][CH2:22][CH2:21]1.